Dataset: Reaction yield outcomes from USPTO patents with 853,638 reactions. Task: Predict the reaction yield, written as a fraction of the theoretical maximum amount of product (1.0 means a 100% yield; for example, 0.34 means a 34% yield). (1) The reactants are [Cl:1][C:2]1[CH:3]=[C:4]([C@@:9]23[CH2:14][CH:13]2[CH2:12][O:11][C:10]3=[O:15])[CH:5]=[CH:6][C:7]=1[Cl:8].ClCCl. The catalyst is O1CCCC1. The product is [Cl:1][C:2]1[CH:3]=[C:4]([C@@:9]2([CH2:10][OH:15])[CH2:14][CH:13]2[CH2:12][OH:11])[CH:5]=[CH:6][C:7]=1[Cl:8]. The yield is 0.920. (2) The reactants are [CH:1]#[C:2][CH2:3][CH2:4][CH2:5][CH2:6][CH2:7][C:8]#[C:9][C:10]#[C:11][CH2:12][CH2:13][CH2:14][CH2:15][CH2:16][CH2:17][CH2:18][CH3:19].[I:20]I. The yield is 0.790. The catalyst is C1COCC1. The product is [I:20][C:1]#[C:2][CH2:3][CH2:4][CH2:5][CH2:6][CH2:7][C:8]#[C:9][C:10]#[C:11][CH2:12][CH2:13][CH2:14][CH2:15][CH2:16][CH2:17][CH2:18][CH3:19].